This data is from Forward reaction prediction with 1.9M reactions from USPTO patents (1976-2016). The task is: Predict the product of the given reaction. Given the reactants [CH:1](=O)[C:2]1[C:3](=[CH:5][CH:6]=[CH:7][CH:8]=1)[OH:4].[CH2:10]([NH2:13])[CH2:11][NH2:12], predict the reaction product. The product is: [CH:1](=[N:12][CH2:11][CH2:10][N:13]=[CH:1][C:2]1[C:3](=[CH:5][CH:6]=[CH:7][CH:8]=1)[OH:4])[C:2]1[C:3](=[CH:5][CH:6]=[CH:7][CH:8]=1)[OH:4].